Dataset: KCNQ2 potassium channel screen with 302,405 compounds. Task: Binary Classification. Given a drug SMILES string, predict its activity (active/inactive) in a high-throughput screening assay against a specified biological target. (1) The molecule is Clc1ncc(CN2C(CCCC2)C)cc1. The result is 0 (inactive). (2) The result is 0 (inactive). The molecule is O(c1cc(Nc2nc(=O)[nH]nc2C)ccc1)C. (3) The compound is s1cc(CC(OCC(=O)NC(c2ccccc2)C)=O)cc1. The result is 0 (inactive). (4) The compound is O(c1ccc(N(CC(=O)NC(C)C)C(=O)CCC(=O)Nc2ncccc2)cc1)CCCC. The result is 0 (inactive).